From a dataset of Full USPTO retrosynthesis dataset with 1.9M reactions from patents (1976-2016). Predict the reactants needed to synthesize the given product. (1) Given the product [O:26]1[CH2:30][CH2:29][C@H:28]([NH:31][C:4]([C:6]2[S:10][C:9](/[CH:11]=[CH:12]/[C:13]3[C:14]([C:19]4[CH:20]=[CH:21][CH:22]=[CH:23][CH:24]=4)=[N:15][O:16][C:17]=3[CH3:18])=[N:8][CH:7]=2)=[O:5])[CH2:27]1, predict the reactants needed to synthesize it. The reactants are: C(O[C:4]([C:6]1[S:10][C:9](/[CH:11]=[CH:12]/[C:13]2[C:14]([C:19]3[CH:24]=[CH:23][CH:22]=[CH:21][CH:20]=3)=[N:15][O:16][C:17]=2[CH3:18])=[N:8][CH:7]=1)=[O:5])C.Cl.[O:26]1[CH2:30][CH2:29][C@H:28]([NH2:31])[CH2:27]1. (2) The reactants are: Br[C:2]1[CH:3]=[C:4]([C:18]#[N:19])[N:5]([C:7]2[CH:12]=[C:11]([C:13]([F:16])([F:15])[F:14])[CH:10]=[CH:9][C:8]=2[Cl:17])[CH:6]=1.Cl[C:21]1[N:26]=[CH:25][N:24]=[C:23]([NH:27]C)[CH:22]=1. Given the product [NH2:27][C:23]1[N:24]=[CH:25][N:26]=[C:21]([C:2]2[CH:3]=[C:4]([C:18]#[N:19])[N:5]([C:7]3[CH:12]=[C:11]([C:13]([F:16])([F:15])[F:14])[CH:10]=[CH:9][C:8]=3[Cl:17])[CH:6]=2)[CH:22]=1, predict the reactants needed to synthesize it.